From a dataset of Forward reaction prediction with 1.9M reactions from USPTO patents (1976-2016). Predict the product of the given reaction. (1) The product is: [Cl:58][C:59]1[CH:69]=[CH:68][CH:67]=[CH:66][C:60]=1[CH:61]([OH:65])[C:62]([N:55]1[CH2:56][CH2:57][N:52]([C:49]2[N:48]=[CH:47][C:46]([NH:45][C:43]([NH:42][C:37]3[CH:38]=[CH:39][CH:40]=[CH:41][C:36]=3[F:35])=[O:44])=[CH:51][CH:50]=2)[CH2:53][CH2:54]1)=[O:63]. Given the reactants C(N(CC)CC)C.F[P-](F)(F)(F)(F)F.N1(O[P+](N(C)C)(N(C)C)N(C)C)C2C=CC=CC=2N=N1.[F:35][C:36]1[CH:41]=[CH:40][CH:39]=[CH:38][C:37]=1[NH:42][C:43]([NH:45][C:46]1[CH:47]=[N:48][C:49]([N:52]2[CH2:57][CH2:56][NH:55][CH2:54][CH2:53]2)=[CH:50][CH:51]=1)=[O:44].[Cl:58][C:59]1[CH:69]=[CH:68][CH:67]=[CH:66][C:60]=1[CH:61]([OH:65])[C:62](O)=[O:63], predict the reaction product. (2) Given the reactants [H-].[Na+].[C:3]([C:7]1[CH:12]=[CH:11][C:10]([C:13]2[C:21]3[C:16](=[CH:17][CH:18]=[C:19]([NH:22][C:23]([CH:25]4[CH2:27][CH2:26]4)=[O:24])[CH:20]=3)[N:15]([CH2:28][C:29]3[CH:34]=[CH:33][CH:32]=[C:31]([O:35][CH3:36])[CH:30]=3)[C:14]=2[C:37]([OH:39])=O)=[CH:9][CH:8]=1)([CH3:6])([CH3:5])[CH3:4].COS([O:45][CH3:46])(=O)=O.O1CCC[CH2:48]1, predict the reaction product. The product is: [C:3]([C:7]1[CH:8]=[CH:9][C:10]([C:13]2[C:21]3[C:16](=[CH:17][CH:18]=[C:19]([N:22]([C:23]([CH:25]4[CH2:27][CH2:26]4)=[O:24])[CH3:48])[CH:20]=3)[N:15]([CH2:28][C:29]3[CH:34]=[CH:33][CH:32]=[C:31]([O:35][CH3:36])[CH:30]=3)[C:14]=2[C:37]([O:45][CH3:46])=[O:39])=[CH:11][CH:12]=1)([CH3:4])([CH3:5])[CH3:6]. (3) Given the reactants [C:1]([Br:5])(Br)(Br)Br.[C:6]1([CH2:12][CH2:13][O:14][CH2:15][C:16]2[CH:17]=[C:18]([CH2:22]COC3CCCCO3)[CH:19]=[CH:20][CH:21]=2)[CH:11]=[CH:10][CH:9]=[CH:8][CH:7]=1.C1(P(C2C=CC=CC=2)C2C=CC=CC=2)C=CC=CC=1, predict the reaction product. The product is: [Br:5][CH2:1][CH2:22][C:18]1[CH:19]=[CH:20][CH:21]=[C:16]([CH2:15][O:14][CH2:13][CH2:12][C:6]2[CH:11]=[CH:10][CH:9]=[CH:8][CH:7]=2)[CH:17]=1.